Dataset: Reaction yield outcomes from USPTO patents with 853,638 reactions. Task: Predict the reaction yield, written as a fraction of the theoretical maximum amount of product (1.0 means a 100% yield; for example, 0.34 means a 34% yield). The catalyst is C1COCC1.O. The product is [CH2:1]([N:8]1[C:16]2[C:11](=[C:12]([C:17]3[CH:22]=[CH:21][C:20]([O:23][C:24]([F:27])([F:25])[F:26])=[CH:19][CH:18]=3)[CH:13]=[CH:14][CH:15]=2)[C:10]([C:28](=[O:34])[C:29]([OH:31])=[O:30])=[CH:9]1)[C:2]1[CH:3]=[CH:4][CH:5]=[CH:6][CH:7]=1. The reactants are [CH2:1]([N:8]1[C:16]2[C:11](=[C:12]([C:17]3[CH:22]=[CH:21][C:20]([O:23][C:24]([F:27])([F:26])[F:25])=[CH:19][CH:18]=3)[CH:13]=[CH:14][CH:15]=2)[C:10]([C:28](=[O:34])[C:29]([O:31]CC)=[O:30])=[CH:9]1)[C:2]1[CH:7]=[CH:6][CH:5]=[CH:4][CH:3]=1.[OH-].[K+]. The yield is 0.830.